From a dataset of Catalyst prediction with 721,799 reactions and 888 catalyst types from USPTO. Predict which catalyst facilitates the given reaction. (1) Reactant: [CH3:1][O:2][C:3]1[CH:12]=[CH:11][C:6]2[N:7]=[C:8]([NH2:10])[S:9][C:5]=2[CH:4]=1.C(N(CC)CC)C.[CH2:20]([N:22]=[C:23]=[O:24])[CH3:21]. The catalyst class is: 16. Product: [CH2:20]([NH:22][C:23]([NH:10][C:8]1[S:9][C:5]2[CH:4]=[C:3]([O:2][CH3:1])[CH:12]=[CH:11][C:6]=2[N:7]=1)=[O:24])[CH3:21]. (2) Product: [CH3:1][O:2][C:3]1[CH:8]=[CH:7][C:6]([NH:9][C:10]2[C:19]3[C:14](=[CH:15][CH:16]=[C:17]([C:20](=[O:23])[NH:21][CH3:22])[CH:18]=3)[N:13]=[CH:12][C:11]=2[C:24]([O:26][CH2:28][CH2:27][N:30]([CH3:34])[CH3:31])=[O:25])=[CH:5][CH:4]=1. The catalyst class is: 9. Reactant: [CH3:1][O:2][C:3]1[CH:8]=[CH:7][C:6]([NH:9][C:10]2[C:19]3[C:14](=[CH:15][CH:16]=[C:17]([C:20](=[O:23])[NH:21][CH3:22])[CH:18]=3)[N:13]=[CH:12][C:11]=2[C:24]([OH:26])=[O:25])=[CH:5][CH:4]=1.[CH:27]([N:30]([CH2:34]C)[CH:31](C)C)(C)[CH3:28].ClCCN(C)C. (3) Reactant: C(OC(=O)[NH:7][CH:8]([CH:11]([OH:24])[C:12](=[NH:23])[NH:13][O:14][C:15](=O)[C:16]1[CH:21]=[CH:20][CH:19]=[CH:18][CH:17]=1)[CH2:9][CH3:10])(C)(C)C.FC(F)(F)C(O)=O. Product: [NH2:7][CH:8]([CH2:9][CH3:10])[CH:11]([C:12]1[N:23]=[C:15]([C:16]2[CH:21]=[CH:20][CH:19]=[CH:18][CH:17]=2)[O:14][N:13]=1)[OH:24]. The catalyst class is: 270. (4) Reactant: Cl[CH2:2][CH2:3][CH2:4][CH2:5][N:6]1[C:10]2[CH:11]=[CH:12][CH:13]=[CH:14][C:9]=2[N:8]=[N:7]1.[F:15][C:16]1[CH:30]=[CH:29][C:19]2[C:20]([N:23]3[CH2:28][CH2:27][NH:26][CH2:25][CH2:24]3)=[N:21][O:22][C:18]=2[CH:17]=1.C(N(C(C)C)CC)(C)C.[I-].[K+]. Product: [F:15][C:16]1[CH:30]=[CH:29][C:19]2[C:20]([N:23]3[CH2:28][CH2:27][N:26]([CH2:2][CH2:3][CH2:4][CH2:5][N:6]4[C:10]5[CH:11]=[CH:12][CH:13]=[CH:14][C:9]=5[N:8]=[N:7]4)[CH2:25][CH2:24]3)=[N:21][O:22][C:18]=2[CH:17]=1. The catalyst class is: 10. (5) Reactant: [ClH:1].[NH2:2][C@@H:3]1[CH2:12][CH2:11][C:10]2[C:5](=[CH:6][CH:7]=[CH:8][C:9]=2[O:13][CH3:14])[CH2:4]1.C([O-])(=O)C.[Na+].[Br:20]Br. Product: [ClH:1].[NH2:2][C@@H:3]1[CH2:12][CH2:11][C:10]2[C:5](=[C:6]([Br:20])[CH:7]=[CH:8][C:9]=2[O:13][CH3:14])[CH2:4]1. The catalyst class is: 15. (6) Reactant: S(Cl)([Cl:3])=O.[N+:5]([C:8]1[CH:13]=[CH:12][C:11]([S:14]([N:17]2[CH2:22][CH2:21][CH:20]([C:23]([OH:25])=O)[CH2:19][CH2:18]2)(=[O:16])=[O:15])=[CH:10][CH:9]=1)([O-:7])=[O:6]. The catalyst class is: 11. Product: [N+:5]([C:8]1[CH:13]=[CH:12][C:11]([S:14]([N:17]2[CH2:22][CH2:21][CH:20]([C:23]([Cl:3])=[O:25])[CH2:19][CH2:18]2)(=[O:16])=[O:15])=[CH:10][CH:9]=1)([O-:7])=[O:6]. (7) Reactant: C1([CH:4]([C:12]([CH:14]([CH:22]2[CH2:24]C2)C2C=CC=CC=2F)=[O:13])[C:5]2[CH:10]=[CH:9][CH:8]=[CH:7][C:6]=2[F:11])CC1.OO.[BrH:27]. Product: [Br:27][CH:4]([C:5]1[CH:10]=[CH:9][CH:8]=[CH:7][C:6]=1[F:11])[C:12]([CH:14]1[CH2:22][CH2:24]1)=[O:13]. The catalyst class is: 8. (8) Reactant: [CH3:1][C:2]1[N:3]=[N:4][N:5](C(C2C=CC=CC=2)(C2C=CC=CC=2)C2C=CC=CC=2)[N:6]=1.[Li]CCCC.[CH3:31][C:32]1[CH:37]=[C:36]([CH3:38])[CH:35]=[CH:34][C:33]=1[N:39]([CH2:51][CH:52]([CH3:54])[CH3:53])[S:40]([C:43]1[CH:48]=[CH:47][C:46]([CH:49]=[O:50])=[CH:45][CH:44]=1)(=[O:42])=[O:41].C(O)=O. Product: [CH3:31][C:32]1[CH:37]=[C:36]([CH3:38])[CH:35]=[CH:34][C:33]=1[N:39]([CH2:51][CH:52]([CH3:54])[CH3:53])[S:40]([C:43]1[CH:48]=[CH:47][C:46]([CH:49]([OH:50])[CH2:1][C:2]2[N:3]=[N:4][NH:5][N:6]=2)=[CH:45][CH:44]=1)(=[O:42])=[O:41]. The catalyst class is: 217. (9) Reactant: [O:1]=[C:2]1[C:11]2[C:6](=[CH:7][CH:8]=[CH:9][CH:10]=2)[CH2:5][CH2:4][N:3]1[CH:12]([CH:25]([OH:30])[CH2:26][N+:27]([O-])=O)[CH:13]([NH:21][C:22]([CH3:24])=[O:23])[C:14]([O:16][C:17]([CH3:20])([CH3:19])[CH3:18])=[O:15].C(O)(=O)C. Product: [O:1]=[C:2]1[C:11]2[C:6](=[CH:7][CH:8]=[CH:9][CH:10]=2)[CH2:5][CH2:4][N:3]1[CH:12]([CH:25]([OH:30])[CH2:26][NH2:27])[CH:13]([NH:21][C:22]([CH3:24])=[O:23])[C:14]([O:16][C:17]([CH3:20])([CH3:19])[CH3:18])=[O:15]. The catalyst class is: 19. (10) Reactant: [CH3:1][C:2]1[S:6][C:5]2[NH:7][C:8]3[CH:9]=[CH:10][CH:11]=[CH:12][C:13]=3[N:14]=[C:15]([N:16]3[CH2:21][CH2:20][N:19]([CH3:22])[CH2:18][CH2:17]3)[C:4]=2[CH:3]=1.[C:23]([OH:28])(=[O:27])[C@H:24]([CH3:26])[OH:25]. Product: [CH3:1][C:2]1[S:6][C:5]2[NH:7][C:8]3[CH:9]=[CH:10][CH:11]=[CH:12][C:13]=3[N:14]=[C:15]([N:16]3[CH2:17][CH2:18][N:19]([CH3:22])[CH2:20][CH2:21]3)[C:4]=2[CH:3]=1.[C:23]([O-:28])(=[O:27])[CH:24]([CH3:26])[OH:25]. The catalyst class is: 21.